Task: Predict the reactants needed to synthesize the given product.. Dataset: Full USPTO retrosynthesis dataset with 1.9M reactions from patents (1976-2016) (1) The reactants are: [S:1]1[CH:5]=[CH:4][N:3]=[C:2]1[C:6]1([NH:10][C:11]([C:13]2[CH:18]=[CH:17][C:16](Br)=[C:15]([O:20][CH2:21][C:22]3([CH3:26])[CH2:25][O:24][CH2:23]3)[N:14]=2)=[O:12])[CH2:9]O[CH2:7]1.Cl.[F:28][C:29]1([F:33])[CH2:32][NH:31][CH2:30]1. Given the product [CH3:7][C:6]([NH:10][C:11]([C:13]1[CH:18]=[CH:17][C:16]([N:31]2[CH2:32][C:29]([F:33])([F:28])[CH2:30]2)=[C:15]([O:20][CH2:21][C:22]2([CH3:26])[CH2:23][O:24][CH2:25]2)[N:14]=1)=[O:12])([C:2]1[S:1][CH:5]=[CH:4][N:3]=1)[CH3:9], predict the reactants needed to synthesize it. (2) Given the product [C:4]([C:8]1[CH:17]=[C:16]([CH3:1])[C:15]2[C:10](=[CH:11][C:12]([N:19]([CH3:21])[CH3:20])=[CH:13][CH:14]=2)[O+:9]=1)([CH3:7])([CH3:6])[CH3:5].[F:22][B-:23]([F:26])([F:25])[F:24], predict the reactants needed to synthesize it. The reactants are: [CH3:1][Mg]Br.[C:4]([C:8]1[O:9][C:10]2[C:15]([C:16](=O)[CH:17]=1)=[CH:14][CH:13]=[C:12]([N:19]([CH3:21])[CH3:20])[CH:11]=2)([CH3:7])([CH3:6])[CH3:5].[F:22][B-:23]([F:26])([F:25])[F:24].[H+]. (3) Given the product [CH3:12][S:13][C:14]1[N:19]=[C:18]2[N:20]([CH2:7][C:6]3[CH:9]=[CH:10][CH:11]=[C:4]([N+:1]([O-:3])=[O:2])[CH:5]=3)[N:21]=[CH:22][C:17]2=[CH:16][N:15]=1, predict the reactants needed to synthesize it. The reactants are: [N+:1]([C:4]1[CH:5]=[C:6]([CH:9]=[CH:10][CH:11]=1)[CH2:7]O)([O-:3])=[O:2].[CH3:12][S:13][C:14]1[N:19]=[C:18]2[NH:20][N:21]=[CH:22][C:17]2=[CH:16][N:15]=1. (4) Given the product [Cl:3][C:4]1[N:9]=[C:8]([CH:10]2[CH2:11][CH2:12]2)[C:7]([C:13]([F:14])([F:15])[F:16])=[C:6]([CH2:17][OH:18])[CH:5]=1, predict the reactants needed to synthesize it. The reactants are: [BH4-].[Na+].[Cl:3][C:4]1[N:9]=[C:8]([CH:10]2[CH2:12][CH2:11]2)[C:7]([C:13]([F:16])([F:15])[F:14])=[C:6]([CH:17]=[O:18])[CH:5]=1. (5) Given the product [C:12]([O:16][C:17]([N:19]1[CH2:25][CH2:24][CH2:23][N:22]([C:2]2[CH:7]=[CH:6][C:5]([C:8]([CH3:11])([CH3:10])[CH3:9])=[CH:4][CH:3]=2)[CH2:21][CH2:20]1)=[O:18])([CH3:15])([CH3:13])[CH3:14], predict the reactants needed to synthesize it. The reactants are: Br[C:2]1[CH:7]=[CH:6][C:5]([C:8]([CH3:11])([CH3:10])[CH3:9])=[CH:4][CH:3]=1.[C:12]([O:16][C:17]([N:19]1[CH2:25][CH2:24][CH2:23][NH:22][CH2:21][CH2:20]1)=[O:18])([CH3:15])([CH3:14])[CH3:13].CC(C)([O-])C.[Na+].C1(P(C2C=CC=CC=2)C2C=CC3C(=CC=CC=3)C=2C2C3C(=CC=CC=3)C=CC=2P(C2C=CC=CC=2)C2C=CC=CC=2)C=CC=CC=1. (6) Given the product [Br:1][C:2]1[CH:7]=[CH:6][C:5]([CH2:8][Br:16])=[CH:4][N:3]=1, predict the reactants needed to synthesize it. The reactants are: [Br:1][C:2]1[CH:7]=[CH:6][C:5]([CH3:8])=[CH:4][N:3]=1.C1C(=O)N([Br:16])C(=O)C1.CC(N=NC(C#N)(C)C)(C#N)C.C(Cl)(Cl)(Cl)Cl. (7) The reactants are: [N:1]1([C:6]2[CH:7]=[C:8]([N:12]([C:15]3[CH:20]=[CH:19][C:18]([N:21]4[CH:25]=[CH:24][CH:23]=[CH:22]4)=[CH:17][N:16]=3)C=O)[CH:9]=[CH:10][CH:11]=2)[CH:5]=[CH:4][N:3]=[CH:2]1.[OH-].[Na+]. Given the product [N:1]1([C:6]2[CH:7]=[C:8]([NH:12][C:15]3[CH:20]=[CH:19][C:18]([N:21]4[CH:25]=[CH:24][CH:23]=[CH:22]4)=[CH:17][N:16]=3)[CH:9]=[CH:10][CH:11]=2)[CH:5]=[CH:4][N:3]=[CH:2]1, predict the reactants needed to synthesize it.